From a dataset of Catalyst prediction with 721,799 reactions and 888 catalyst types from USPTO. Predict which catalyst facilitates the given reaction. (1) Reactant: [CH:1]1[CH:2]=[CH:3][N:4]2[CH2:10][C:9]3[CH:11]=[CH:12][CH:13]=[CH:14][C:8]=3[NH:7][CH2:6][C:5]=12.Br[CH2:16][C:17]1[CH:22]=[CH:21][C:20]([C:23]2[CH:28]=[CH:27][CH:26]=[CH:25][CH:24]=2)=[CH:19][CH:18]=1.C(=O)([O-])[O-].[K+].[K+]. Product: [C:20]1([C:23]2[CH:24]=[CH:25][CH:26]=[CH:27][CH:28]=2)[CH:19]=[CH:18][C:17]([CH2:16][N:7]2[C:8]3[CH:14]=[CH:13][CH:12]=[CH:11][C:9]=3[CH2:10][N:4]3[CH:3]=[CH:2][CH:1]=[C:5]3[CH2:6]2)=[CH:22][CH:21]=1. The catalyst class is: 9. (2) Reactant: Br[C:2]1[N:7]=[C:6]([C:8]2[C:16]3[C:11](=[N:12][CH:13]=[CH:14][CH:15]=3)[NH:10][N:9]=2)[CH:5]=[CH:4][CH:3]=1.C(=O)([O-])[O-].[K+].[K+].[CH3:23][C:24]([NH2:28])([CH3:27])[CH2:25][NH2:26]. Product: [NH:10]1[C:11]2=[N:12][CH:13]=[CH:14][CH:15]=[C:16]2[C:8]([C:6]2[N:7]=[C:2]([NH:26][CH2:25][C:24]([CH3:27])([NH2:28])[CH3:23])[CH:3]=[CH:4][CH:5]=2)=[N:9]1. The catalyst class is: 3.